This data is from Peptide-MHC class I binding affinity with 185,985 pairs from IEDB/IMGT. The task is: Regression. Given a peptide amino acid sequence and an MHC pseudo amino acid sequence, predict their binding affinity value. This is MHC class I binding data. (1) The peptide sequence is FRKSSFFVW. The MHC is HLA-B08:01 with pseudo-sequence YDSEYRNIFTNTDESNLYLSYNYYTWAVDAYTWY. The binding affinity (normalized) is 0.200. (2) The peptide sequence is IILSKIPYLR. The MHC is HLA-A11:01 with pseudo-sequence HLA-A11:01. The binding affinity (normalized) is 0.657. (3) The peptide sequence is LLSTTEWQV. The MHC is HLA-A02:01 with pseudo-sequence HLA-A02:01. The binding affinity (normalized) is 0.611. (4) The peptide sequence is KLSAGVEFLK. The MHC is HLA-A03:01 with pseudo-sequence HLA-A03:01. The binding affinity (normalized) is 0.750. (5) The peptide sequence is GRYIVYSSY. The MHC is HLA-A26:02 with pseudo-sequence HLA-A26:02. The binding affinity (normalized) is 0.0847. (6) The peptide sequence is MELSLRAIQ. The MHC is HLA-B15:17 with pseudo-sequence HLA-B15:17. The binding affinity (normalized) is 0.0847.